Dataset: Reaction yield outcomes from USPTO patents with 853,638 reactions. Task: Predict the reaction yield, written as a fraction of the theoretical maximum amount of product (1.0 means a 100% yield; for example, 0.34 means a 34% yield). (1) The reactants are [Cl:1][C:2]1[CH:7]=[CH:6][C:5]([S:8][C:9]2[S:13][C:12]([CH:14]=[O:15])=[CH:11][CH:10]=2)=[CH:4][CH:3]=1.CC(=CC)C.[OH:21]P([O-])(O)=O.[K+].[O-]Cl=O.[Na+].OS([O-])(=O)=O.[K+]. The catalyst is C1COCC1.CC(O)(C)C.O. The product is [Cl:1][C:2]1[CH:3]=[CH:4][C:5]([S:8][C:9]2[S:13][C:12]([C:14]([OH:21])=[O:15])=[CH:11][CH:10]=2)=[CH:6][CH:7]=1. The yield is 0.870. (2) The reactants are [CH3:1][C:2]1[C:6]([C:7]2[CH:12]=[C:11]([C:13]3[C:14]([CH3:19])=[N:15][O:16][C:17]=3[CH3:18])[CH:10]=[C:9]([NH2:20])[C:8]=2[NH2:21])=[C:5]([CH3:22])[NH:4][N:3]=1.[C:23](OC)(OC)(OC)[O:24][CH3:25]. The catalyst is C(O)(=O)C. The product is [CH3:1][C:2]1[C:6]([C:7]2[C:8]3[N:21]=[C:23]([O:24][CH3:25])[NH:20][C:9]=3[CH:10]=[C:11]([C:13]3[C:14]([CH3:19])=[N:15][O:16][C:17]=3[CH3:18])[CH:12]=2)=[C:5]([CH3:22])[NH:4][N:3]=1. The yield is 0.120. (3) The reactants are [OH:1][B:2]1[C:6]2[C:7]([NH:11][CH2:12][C:13]([O:15][CH2:16][CH3:17])=[O:14])=[CH:8][CH:9]=[CH:10][C:5]=2[CH2:4][O:3]1.OB1C2C(NCC(O)=O)=CC=CC=2[CH2:21]O1.C([O-])([O-])=O.[K+].[K+].CI. The catalyst is CN(C=O)C.O. The product is [OH:1][B:2]1[C:6]2[C:7]([N:11]([CH3:21])[CH2:12][C:13]([O:15][CH2:16][CH3:17])=[O:14])=[CH:8][CH:9]=[CH:10][C:5]=2[CH2:4][O:3]1. The yield is 0.370. (4) The reactants are [C:1]1(=[O:6])[CH2:5][CH2:4][CH:3]=[CH:2]1.C1(C)C=CC(S([CH2:16][N+:17]#[C-:18])(=O)=O)=CC=1.CC(C)([O-])C.O. The catalyst is O1CCCC1. The product is [CH:16]1[NH:17][CH:18]=[C:5]2[C:1](=[O:6])[CH2:2][CH2:3][C:4]=12. The yield is 0.217. (5) The reactants are [Cl:1][C:2]1[CH:9]=[C:8]([O:10][CH2:11][C:12]#[CH:13])[CH:7]=[C:6]([F:14])[C:3]=1[CH2:4][OH:5].[C:15]([O:19][C:20]([N:22]1[CH2:27][CH2:26][N:25]([C:28](Cl)=[O:29])[C@H:24]([CH2:31][CH3:32])[CH2:23]1)=[O:21])([CH3:18])([CH3:17])[CH3:16]. No catalyst specified. The product is [Cl:1][C:2]1[CH:9]=[C:8]([O:10][CH2:11][C:12]#[CH:13])[CH:7]=[C:6]([F:14])[C:3]=1[CH2:4][O:5][C:28]([N:25]1[CH2:26][CH2:27][N:22]([C:20]([O:19][C:15]([CH3:17])([CH3:16])[CH3:18])=[O:21])[CH2:23][C@H:24]1[CH2:31][CH3:32])=[O:29]. The yield is 0.800. (6) The reactants are F[C:2]1[CH:3]=[C:4]([N+:9]([O-:11])=[O:10])[CH:5]=[C:6](F)[CH:7]=1.[OH:12][CH:13]1[CH2:18][CH2:17][NH:16][CH2:15][CH2:14]1.[NH:19]1[CH2:24][CH2:23][O:22][CH2:21][CH2:20]1. The catalyst is CS(C)=O. The product is [N:19]1([C:2]2[CH:7]=[C:6]([N:16]3[CH2:17][CH2:18][CH:13]([OH:12])[CH2:14][CH2:15]3)[CH:5]=[C:4]([N+:9]([O-:11])=[O:10])[CH:3]=2)[CH2:24][CH2:23][O:22][CH2:21][CH2:20]1. The yield is 0.120. (7) The reactants are [Na].[CH3:2][O:3][CH2:4][CH2:5][CH2:6][O:7][C:8]1[CH:13]=[CH:12][N:11]=[C:10]([CH2:14][S:15]([C:17]2[NH:21][C:20]3[CH:22]=[CH:23][CH:24]=[CH:25][C:19]=3[N:18]=2)=[O:16])[C:9]=1[CH3:26].CCN(CC)CC.C([O-])(O)=O.[Na+].[C:39]1([CH3:64])[CH:44]=[CH:43][C:42]([S:45]([CH2:48][CH2:49][O:50][C:51](=[O:63])[C:52]2[CH:57]=[CH:56][C:55]([CH3:58])=[C:54]([S:59](Cl)(=[O:61])=[O:60])[CH:53]=2)(=[O:47])=[O:46])=[CH:41][CH:40]=1. The catalyst is C(Cl)Cl.O. The product is [C:39]1([CH3:64])[CH:44]=[CH:43][C:42]([S:45]([CH2:48][CH2:49][O:50][C:51](=[O:63])[C:52]2[CH:57]=[CH:56][C:55]([CH3:58])=[C:54]([S:59]([N:21]3[C:20]4[CH:22]=[CH:23][CH:24]=[CH:25][C:19]=4[N:18]=[C:17]3[S:15]([CH2:14][C:10]3[C:9]([CH3:26])=[C:8]([O:7][CH2:6][CH2:5][CH2:4][O:3][CH3:2])[CH:13]=[CH:12][N:11]=3)=[O:16])(=[O:61])=[O:60])[CH:53]=2)(=[O:47])=[O:46])=[CH:41][CH:40]=1. The yield is 0.800. (8) The reactants are [CH3:1][O:2][C:3]1[CH:4]=[C:5]([C:12]#[C:13][CH2:14]O)[CH:6]=[CH:7][C:8]=1[N+:9]([O-:11])=[O:10].C1(P(C2C=CC=CC=2)C2C=CC=CC=2)C=CC=CC=1.C1C(=O)N([Cl:42])C(=O)C1. The product is [Cl:42][CH2:14][C:13]#[C:12][C:5]1[CH:6]=[CH:7][C:8]([N+:9]([O-:11])=[O:10])=[C:3]([O:2][CH3:1])[CH:4]=1. The catalyst is C(Cl)Cl. The yield is 0.970. (9) The reactants are [Cl:1][C:2]1[CH:3]=[CH:4][C:5]([N+:9]([O-:11])=[O:10])=[C:6]([CH:8]=1)[NH2:7].C1C(=O)N([Br:19])C(=O)C1.O. The catalyst is CC(O)=O. The product is [Br:19][C:3]1[C:2]([Cl:1])=[CH:8][C:6]([NH2:7])=[C:5]([N+:9]([O-:11])=[O:10])[CH:4]=1. The yield is 0.965.